Task: Predict the reactants needed to synthesize the given product.. Dataset: Full USPTO retrosynthesis dataset with 1.9M reactions from patents (1976-2016) (1) Given the product [C:23]([NH:31][C:32]([NH:1][C:2]1[CH:7]=[CH:6][CH:5]=[C:4]([C:8]2[N:9]([CH2:21][CH3:22])[C:10]3[C:15]([C:16]=2[C:17]#[N:18])=[CH:14][CH:13]=[C:12]([O:19][CH3:20])[CH:11]=3)[CH:3]=1)=[S:33])(=[O:30])[C:24]1[CH:29]=[CH:28][CH:27]=[CH:26][CH:25]=1, predict the reactants needed to synthesize it. The reactants are: [NH2:1][C:2]1[CH:3]=[C:4]([C:8]2[N:9]([CH2:21][CH3:22])[C:10]3[C:15]([C:16]=2[C:17]#[N:18])=[CH:14][CH:13]=[C:12]([O:19][CH3:20])[CH:11]=3)[CH:5]=[CH:6][CH:7]=1.[C:23]([N:31]=[C:32]=[S:33])(=[O:30])[C:24]1[CH:29]=[CH:28][CH:27]=[CH:26][CH:25]=1. (2) Given the product [O:28]=[S:21]1(=[O:29])[C:22]2[CH:27]=[CH:26][CH:25]=[CH:24][C:23]=2[CH:19]([C:10]2[C:11]3[C:16](=[CH:15][CH:14]=[C:13]([O:17][CH3:18])[CH:12]=3)[N:8]([CH2:7][C:6]([OH:5])=[O:30])[CH:9]=2)[N:20]1[CH2:32][CH2:33][C:34]1[CH:39]=[CH:38][CH:37]=[CH:36][CH:35]=1, predict the reactants needed to synthesize it. The reactants are: C([O:5][C:6](=[O:30])[CH2:7][N:8]1[C:16]2[C:11](=[CH:12][C:13]([O:17][CH3:18])=[CH:14][CH:15]=2)[C:10]([CH:19]2[C:23]3[CH:24]=[CH:25][CH:26]=[CH:27][C:22]=3[S:21](=[O:29])(=[O:28])[NH:20]2)=[CH:9]1)(C)(C)C.Br[CH2:32][CH2:33][C:34]1[CH:39]=[CH:38][CH:37]=[CH:36][CH:35]=1.